From a dataset of Forward reaction prediction with 1.9M reactions from USPTO patents (1976-2016). Predict the product of the given reaction. (1) Given the reactants [OH:1][CH:2]1[CH2:6][CH2:5][N:4]([C:7]([N:9]2[CH2:14][CH:13]([C:15]3[CH:20]=[CH:19][C:18]([O:21][C:22]([F:25])([F:24])[F:23])=[CH:17][CH:16]=3)[CH2:12][CH:11]([C:26]([OH:28])=O)[CH2:10]2)=[O:8])[CH2:3]1.O[N:30]=[C:31]([NH2:33])[CH3:32], predict the reaction product. The product is: [OH:1][CH:2]1[CH2:6][CH2:5][N:4]([C:7]([N:9]2[CH2:14][CH:13]([C:15]3[CH:16]=[CH:17][C:18]([O:21][C:22]([F:23])([F:25])[F:24])=[CH:19][CH:20]=3)[CH2:12][CH:11]([C:26]3[O:28][N:33]=[C:31]([CH3:32])[N:30]=3)[CH2:10]2)=[O:8])[CH2:3]1. (2) Given the reactants [CH:1]1[C:10]2[CH2:9][CH2:8][CH2:7][CH2:6][C:5]=2[CH:4]=[CH:3][C:2]=1[C:11](=[O:13])[CH3:12].[Br-:14].[Br-].[Br-].C1([N+](C)(C)C)C=CC=CC=1.C1([N+](C)(C)C)C=CC=CC=1.C1([N+](C)(C)C)C=CC=CC=1, predict the reaction product. The product is: [Br:14][CH2:12][C:11]([C:2]1[CH:3]=[CH:4][C:5]2[CH2:6][CH2:7][CH2:8][CH2:9][C:10]=2[CH:1]=1)=[O:13]. (3) Given the reactants [CH2:1]([N:8]1[CH2:24][CH2:23][C:11]2([CH:16](C#N)[C:15](=O)[NH:14][C:13](=O)[CH:12]2C#N)[CH2:10][CH2:9]1)[C:2]1[CH:7]=[CH:6][CH:5]=[CH:4][CH:3]=1.[OH-].[Na+], predict the reaction product. The product is: [CH2:1]([N:8]1[CH2:24][CH2:23][C:11]2([CH2:16][CH2:15][NH:14][CH2:13][CH2:12]2)[CH2:10][CH2:9]1)[C:2]1[CH:7]=[CH:6][CH:5]=[CH:4][CH:3]=1. (4) Given the reactants C([O:3][C:4](=[O:25])[C@@H:5]([N:10]1[CH2:14][C:13]([O:15][C:16]2[CH:21]=[CH:20][CH:19]=[C:18]([CH3:22])[C:17]=2[F:23])=[CH:12][C:11]1=[O:24])[CH2:6][CH:7]([CH3:9])[CH3:8])C.O.[OH-].[Li+], predict the reaction product. The product is: [F:23][C:17]1[C:18]([CH3:22])=[CH:19][CH:20]=[CH:21][C:16]=1[O:15][C:13]1[CH2:14][N:10]([C@@H:5]([CH2:6][CH:7]([CH3:8])[CH3:9])[C:4]([OH:25])=[O:3])[C:11](=[O:24])[CH:12]=1. (5) Given the reactants [CH:1]1[C:14]2[C:5](=[CH:6][C:7]3[C:12]([C:13]=2[CH2:15][O:16][C:17](=[O:25])[NH:18][CH2:19][CH2:20][O:21][CH2:22][CH2:23][OH:24])=[CH:11][CH:10]=[CH:9][CH:8]=3)[CH:4]=[CH:3][CH:2]=1.[H-].[Na+].C1COCC1.[Cl:33][CH2:34][CH2:35][CH2:36][CH2:37][CH2:38][CH2:39]I, predict the reaction product. The product is: [CH:11]1[C:12]2[C:7](=[CH:6][C:5]3[C:14]([C:13]=2[CH2:15][O:16][C:17](=[O:25])[NH:18][CH2:19][CH2:20][O:21][CH2:22][CH2:23][O:24][CH2:39][CH2:38][CH2:37][CH2:36][CH2:35][CH2:34][Cl:33])=[CH:1][CH:2]=[CH:3][CH:4]=3)[CH:8]=[CH:9][CH:10]=1. (6) Given the reactants [F:1][C:2]1[CH:3]=[CH:4][CH:5]=[C:6]2[C:10]=1[NH:9][C:8](=[O:11])[C:7]2=[O:12].I[CH2:14][CH2:15][CH3:16].C(=O)([O-])[O-].[K+].[K+], predict the reaction product. The product is: [F:1][C:2]1[CH:3]=[CH:4][CH:5]=[C:6]2[C:10]=1[N:9]([CH:15]([CH3:16])[CH3:14])[C:8](=[O:11])[C:7]2=[O:12].